Dataset: Reaction yield outcomes from USPTO patents with 853,638 reactions. Task: Predict the reaction yield, written as a fraction of the theoretical maximum amount of product (1.0 means a 100% yield; for example, 0.34 means a 34% yield). (1) The product is [C:1]([O:5][C:6](=[O:18])[NH:7][C@@H:8]1[C:16]2[C:11](=[CH:12][CH:13]=[CH:14][CH:15]=2)[CH2:10][C@@H:9]1[O:17][CH3:25])([CH3:4])([CH3:2])[CH3:3]. The catalyst is CN(C=O)C. The yield is 0.250. The reactants are [C:1]([O:5][C:6](=[O:18])[NH:7][C@@H:8]1[C:16]2[C:11](=[CH:12][CH:13]=[CH:14][CH:15]=2)[CH2:10][C@@H:9]1[OH:17])([CH3:4])([CH3:3])[CH3:2].[O-2].[Ba+2].[OH-].[Ba+2].[OH-].I[CH3:25]. (2) The product is [NH:47]1[CH2:54][CH2:53][CH2:52][C@H:48]1[C:49]([N:35]1[CH2:36][CH2:37][N:32]([C:30](=[O:31])[C:29]2[CH:28]=[CH:27][C:26](/[CH:25]=[CH:24]/[C:17]3[C:18]4[C:23](=[CH:22][CH:21]=[CH:20][CH:19]=4)[NH:15][N:16]=3)=[CH:39][CH:38]=2)[CH2:33][CH2:34]1)=[O:50]. The yield is 0.200. The reactants are C1(N)C(F)=C(F)C(F)=C(N)C=1F.Cl.Cl.[NH:15]1[C:23]2[C:18](=[CH:19][CH:20]=[CH:21][CH:22]=2)[C:17](/[CH:24]=[CH:25]/[C:26]2[CH:39]=[CH:38][C:29]([C:30]([N:32]3[CH2:37][CH2:36][NH:35][CH2:34][CH2:33]3)=[O:31])=[CH:28][CH:27]=2)=[N:16]1.C(OC([N:47]1[CH2:54][CH2:53][CH2:52][C@H:48]1[C:49](O)=[O:50])=O)(C)(C)C.O.ON1C2C=CC=CC=2N=N1.Cl.C(N=C=NCCCN(C)C)C.CN1CCOCC1.Cl.CO. The catalyst is CO. (3) The reactants are [F:1][CH:2]([F:11])[O:3][C:4]1[CH:10]=[CH:9][C:7]([NH2:8])=[CH:6][CH:5]=1.[S-:12][C:13]#[N:14].[K+].BrBr.[OH-].[NH4+]. The catalyst is C(O)(=O)C. The product is [F:1][CH:2]([F:11])[O:3][C:4]1[CH:10]=[CH:9][C:7]2[N:8]=[C:13]([NH2:14])[S:12][C:6]=2[CH:5]=1. The yield is 0.870.